From a dataset of Forward reaction prediction with 1.9M reactions from USPTO patents (1976-2016). Predict the product of the given reaction. (1) Given the reactants Br[C:2]1[CH:7]=[CH:6][CH:5]=[CH:4][C:3]=1[CH:8]([CH3:10])[CH3:9].[Mg].[C:12]([O:16][CH2:17][CH3:18])(=[O:15])[CH:13]=[O:14], predict the reaction product. The product is: [CH2:17]([O:16][C:12](=[O:15])[CH:13]([C:2]1[CH:7]=[CH:6][CH:5]=[CH:4][C:3]=1[CH:8]([CH3:10])[CH3:9])[OH:14])[CH3:18]. (2) Given the reactants [Cl:1][C:2]1[CH:11]=[CH:10][C:9]2[C:8]([NH2:12])=[C:7]([Cl:13])[CH:6]=[CH:5][C:4]=2[N:3]=1.[CH:14]1([CH2:20][C:21](O)=[O:22])[CH2:19][CH2:18][CH2:17][CH2:16][CH2:15]1.C1CN([P+](Br)(N2CCCC2)N2CCCC2)CC1.F[P-](F)(F)(F)(F)F.Cl, predict the reaction product. The product is: [Cl:1][C:2]1[CH:11]=[CH:10][C:9]2[C:4](=[CH:5][CH:6]=[C:7]([Cl:13])[C:8]=2[NH:12][C:21](=[O:22])[CH2:20][CH:14]2[CH2:19][CH2:18][CH2:17][CH2:16][CH2:15]2)[N:3]=1. (3) Given the reactants [Cl:1][C:2]1[S:3][C:4]2[CH:10]=[C:9]([C:11]([OH:13])=O)[CH:8]=[CH:7][C:5]=2[N:6]=1.CN.[N:16]1C(C)=CC=C[C:17]=1C.CN(C(ON1N=NC2C=CC=NC1=2)=[N+](C)C)C.F[P-](F)(F)(F)(F)F, predict the reaction product. The product is: [Cl:1][C:2]1[S:3][C:4]2[CH:10]=[C:9]([C:11]([NH:16][CH3:17])=[O:13])[CH:8]=[CH:7][C:5]=2[N:6]=1. (4) Given the reactants [C:1]([N:5]1[C:9]([NH2:10])=[CH:8][C:7]([CH:11]2[CH2:14][C:13]([O:17][CH3:18])([O:15][CH3:16])[CH2:12]2)=[N:6]1)([CH3:4])([CH3:3])[CH3:2].C(N(CC)CC)C.[C:26](O)([C:28]([F:31])([F:30])[F:29])=[O:27].CCCP1(OP(CCC)(=O)OP(CCC)(=O)O1)=O, predict the reaction product. The product is: [C:1]([N:5]1[C:9]([NH:10][C:26](=[O:27])[C:28]([F:31])([F:30])[F:29])=[CH:8][C:7]([CH:11]2[CH2:12][C:13]([O:15][CH3:16])([O:17][CH3:18])[CH2:14]2)=[N:6]1)([CH3:4])([CH3:3])[CH3:2].